Dataset: Forward reaction prediction with 1.9M reactions from USPTO patents (1976-2016). Task: Predict the product of the given reaction. (1) Given the reactants Br[C:2]1[CH:3]=[C:4]2[C:10]([CH3:11])=[N:9][NH:8][C:5]2=[N:6][CH:7]=1.[B:12]1([B:12]2[O:16][C:15]([CH3:18])([CH3:17])[C:14]([CH3:20])([CH3:19])[O:13]2)[O:16][C:15]([CH3:18])([CH3:17])[C:14]([CH3:20])([CH3:19])[O:13]1.C([O-])(=O)C.[K+], predict the reaction product. The product is: [CH3:11][C:10]1[C:4]2[C:5](=[N:6][CH:7]=[C:2]([B:12]3[O:16][C:15]([CH3:18])([CH3:17])[C:14]([CH3:20])([CH3:19])[O:13]3)[CH:3]=2)[NH:8][N:9]=1. (2) Given the reactants [N:1]1([CH2:6][CH2:7][CH2:8][NH2:9])[CH:5]=[CH:4][N:3]=[CH:2]1.[NH:10]1[C:18]2[C:13](=[CH:14][C:15]([CH:19]=O)=[CH:16][CH:17]=2)[CH:12]=[CH:11]1.C[Si]([N:25]=[N+:26]=[N-:27])(C)C.[Cl:28][C:29]1[CH:34]=[CH:33][C:32]([CH2:35][N+:36]#[C-:37])=[CH:31][CH:30]=1, predict the reaction product. The product is: [Cl:28][C:29]1[CH:34]=[CH:33][C:32]([CH2:35][N:36]2[C:37]([CH:19]([NH:9][CH2:8][CH2:7][CH2:6][N:1]3[CH:5]=[CH:4][N:3]=[CH:2]3)[C:15]3[CH:14]=[C:13]4[C:18](=[CH:17][CH:16]=3)[NH:10][CH:11]=[CH:12]4)=[N:27][N:26]=[N:25]2)=[CH:31][CH:30]=1. (3) Given the reactants [F-].C([N+](CCCC)(CCCC)CCCC)CCC.[CH2:19]([C:22]1([CH3:66])[CH2:27][C@H:26]([C:28]2[CH:33]=[CH:32][CH:31]=[C:30]([Cl:34])[CH:29]=2)[C@@H:25]([C:35]2[CH:40]=[CH:39][C:38]([Cl:41])=[CH:37][CH:36]=2)[N:24]([C@@H:42]([CH:62]2[CH2:64][CH2:63]2)[CH2:43][O:44][Si](C(C)(C)C)(C2C=CC=CC=2)C2C=CC=CC=2)[C:23]1=[O:65])[CH:20]=[CH2:21], predict the reaction product. The product is: [CH2:19]([C@@:22]1([CH3:66])[CH2:27][C@H:26]([C:28]2[CH:33]=[CH:32][CH:31]=[C:30]([Cl:34])[CH:29]=2)[C@@H:25]([C:35]2[CH:36]=[CH:37][C:38]([Cl:41])=[CH:39][CH:40]=2)[N:24]([C@@H:42]([CH:62]2[CH2:63][CH2:64]2)[CH2:43][OH:44])[C:23]1=[O:65])[CH:20]=[CH2:21].